Task: Binary Classification. Given a drug SMILES string, predict its activity (active/inactive) in a high-throughput screening assay against a specified biological target.. Dataset: Tyrosyl-DNA phosphodiesterase HTS with 341,365 compounds The molecule is S(CC(=O)N1CC(CC(C1)C)C)c1oc(nn1)c1ccc(F)cc1. The result is 0 (inactive).